Predict the reactants needed to synthesize the given product. From a dataset of Full USPTO retrosynthesis dataset with 1.9M reactions from patents (1976-2016). (1) Given the product [N:36]1[CH:37]=[CH:38][N:39]=[CH:40][C:35]=1[C:2]1[CH:3]=[C:4]([N:8]2[C:12]3[CH:13]=[CH:14][C:15]([CH:17]([N:19]4[C:20](=[O:29])[C:21]5[C:26](=[CH:25][CH:24]=[CH:23][CH:22]=5)[C:27]4=[O:28])[CH3:18])=[CH:16][C:11]=3[N:10]=[CH:9]2)[CH:5]=[CH:6][CH:7]=1, predict the reactants needed to synthesize it. The reactants are: Br[C:2]1[CH:3]=[C:4]([N:8]2[C:12]3[CH:13]=[CH:14][C:15]([CH:17]([N:19]4[C:27](=[O:28])[C:26]5[C:21](=[CH:22][CH:23]=[CH:24][CH:25]=5)[C:20]4=[O:29])[CH3:18])=[CH:16][C:11]=3[N:10]=[CH:9]2)[CH:5]=[CH:6][CH:7]=1.C([Sn](CCCC)(CCCC)[C:35]1[CH:40]=[N:39][CH:38]=[CH:37][N:36]=1)CCC. (2) The reactants are: [F:1][C:2]1[CH:3]=[C:4]2[C:8](=[CH:9][CH:10]=1)[C:7]([C:15]1[C:23]3[C:18](=[C:19]([NH:24][S:25]([CH3:28])(=[O:27])=[O:26])[CH:20]=[CH:21][CH:22]=3)[NH:17][CH:16]=1)([CH2:11][CH2:12][CH2:13]I)[CH2:6][CH2:5]2.[NH:29]1[CH2:34][CH2:33][O:32][CH2:31][CH2:30]1. Given the product [F:1][C:2]1[CH:3]=[C:4]2[C:8](=[CH:9][CH:10]=1)[C:7]([C:15]1[C:23]3[C:18](=[C:19]([NH:24][S:25]([CH3:28])(=[O:27])=[O:26])[CH:20]=[CH:21][CH:22]=3)[NH:17][CH:16]=1)([CH2:11][CH2:12][CH2:13][N:29]1[CH2:34][CH2:33][O:32][CH2:31][CH2:30]1)[CH2:6][CH2:5]2, predict the reactants needed to synthesize it. (3) Given the product [CH3:23][C:20]1([CH3:24])[CH2:21][CH2:22][CH:17]([N:9]([CH2:8][C:5]2[CH:6]=[CH:7][C:2]([C:33]3[CH:32]=[CH:31][CH:30]=[C:29]([C:27]([O:26][CH3:25])=[O:28])[CH:34]=3)=[CH:3][CH:4]=2)[C:10]([O:11][C:12]([CH3:15])([CH3:14])[CH3:13])=[O:16])[CH2:18][CH2:19]1, predict the reactants needed to synthesize it. The reactants are: Br[C:2]1[CH:7]=[CH:6][C:5]([CH2:8][N:9]([CH:17]2[CH2:22][CH2:21][C:20]([CH3:24])([CH3:23])[CH2:19][CH2:18]2)[C:10](=[O:16])[O:11][C:12]([CH3:15])([CH3:14])[CH3:13])=[CH:4][CH:3]=1.[CH3:25][O:26][C:27]([C:29]1[CH:30]=[C:31](B(O)O)[CH:32]=[CH:33][CH:34]=1)=[O:28]. (4) The reactants are: [CH3:1][C:2]1([CH3:13])[C:7](=[O:8])[NH:6][C:5]2[CH:9]=[CH:10][CH:11]=[CH:12][C:4]=2[O:3]1.[C:14](OCI)(=O)C(C)(C)C.[OH:23][C:24]1[CH:29]=[CH:28][C:27]([CH:30]([C:36]#[C:37][CH3:38])[CH2:31][C:32]([O:34]C)=[O:33])=[CH:26][CH:25]=1. Given the product [CH3:1][C:2]1([CH3:13])[C:7](=[O:8])[N:6]([CH2:14][O:23][C:24]2[CH:29]=[CH:28][C:27]([CH:30]([C:36]#[C:37][CH3:38])[CH2:31][C:32]([OH:34])=[O:33])=[CH:26][CH:25]=2)[C:5]2[CH:9]=[CH:10][CH:11]=[CH:12][C:4]=2[O:3]1, predict the reactants needed to synthesize it. (5) Given the product [CH2:1]([C:4]1[CH:5]=[C:6]2[C:10](=[CH:11][CH:12]=1)[NH:9][C:8](=[O:13])[CH2:7]2)[CH3:2], predict the reactants needed to synthesize it. The reactants are: [C:1]([C:4]1[CH:5]=[C:6]2[C:10](=[CH:11][CH:12]=1)[NH:9][C:8](=[O:13])[CH2:7]2)(=O)[CH3:2].[H][H]. (6) Given the product [N:35]1[C:27]([C:26]2[C:21]([NH:20][C:15]3[C:14]([F:42])=[C:13]([NH:12][S:9]([C:5]4[CH:6]=[CH:7][CH:8]=[C:3]([Cl:2])[C:4]=4[CH3:43])(=[O:11])=[O:10])[CH:18]=[CH:17][C:16]=3[F:19])=[N:22][CH:23]=[CH:24][CH:25]=2)=[C:28]2[C:32]([NH:31][CH:30]=[N:29]2)=[N:33][CH:34]=1, predict the reactants needed to synthesize it. The reactants are: Cl.[Cl:2][C:3]1[C:4]([CH3:43])=[C:5]([S:9]([NH:12][C:13]2[CH:18]=[CH:17][C:16]([F:19])=[C:15]([NH:20][C:21]3[C:26]([C:27]4[N:35]=[CH:34][N:33]=[C:32]5[C:28]=4[N:29]=[CH:30][N:31]5C4CCCCO4)=[CH:25][CH:24]=[CH:23][N:22]=3)[C:14]=2[F:42])(=[O:11])=[O:10])[CH:6]=[CH:7][CH:8]=1. (7) The reactants are: Br[C:2]1[C:10]2[N:9]=[C:8]([N:11]3[CH2:16][CH2:15][N:14]([C:17]4[C:22]([Cl:23])=[CH:21][C:20]([Cl:24])=[CH:19][N:18]=4)[CH2:13][C@H:12]3[CH3:25])[NH:7][C:6]=2[CH:5]=[C:4]([C:26]([F:29])([F:28])[F:27])[CH:3]=1.[F:30][C:31]1[C:36]([F:37])=[C:35]([F:38])[C:34](B(O)O)=[CH:33][CH:32]=1. Given the product [Cl:23][C:22]1[C:17]([N:14]2[CH2:15][CH2:16][N:11]([C:8]3[NH:9][C:10]4[C:2]([C:33]5[CH:32]=[C:31]([F:30])[C:36]([F:37])=[C:35]([F:38])[CH:34]=5)=[CH:3][C:4]([C:26]([F:29])([F:27])[F:28])=[CH:5][C:6]=4[N:7]=3)[C@H:12]([CH3:25])[CH2:13]2)=[N:18][CH:19]=[C:20]([Cl:24])[CH:21]=1, predict the reactants needed to synthesize it.